Predict the product of the given reaction. From a dataset of Forward reaction prediction with 1.9M reactions from USPTO patents (1976-2016). (1) Given the reactants [OH:1][N:2]1C(=O)C2=CC=CC=C2C1=O.[Cl:13][C:14]1[S:15][C:16]([CH2:19]Cl)=[CH:17][CH:18]=1, predict the reaction product. The product is: [Cl:13][C:14]1[S:15][C:16]([CH2:19][O:1][NH2:2])=[CH:17][CH:18]=1. (2) The product is: [CH3:12][C:10]1[C:9]2[C:15](=[O:16])[C:14](=[O:18])[S:13][C:8]=2[CH:7]=[C:6]([CH3:5])[CH:11]=1. Given the reactants [Cl-].[Al+3].[Cl-].[Cl-].[CH3:5][C:6]1[CH:7]=[C:8]([SH:13])[CH:9]=[C:10]([CH3:12])[CH:11]=1.[C:14](Cl)(=[O:18])[C:15](Cl)=[O:16], predict the reaction product. (3) Given the reactants [CH2:1]([NH:3]/[C:4](/SC)=[C:5](\[C:8]1[CH:13]=[CH:12][CH:11]=[CH:10][N:9]=1)/[C:6]#[N:7])[CH3:2].O.[NH2:17][NH2:18], predict the reaction product. The product is: [CH2:1]([NH:3][C:4]1[C:5]([C:8]2[CH:13]=[CH:12][CH:11]=[CH:10][N:9]=2)=[C:6]([NH2:7])[NH:18][N:17]=1)[CH3:2]. (4) Given the reactants [OH:1][C:2]1[CH:3]=[N:4][C:5]([C:8]2[CH:9]=[C:10]([CH:25]=[CH:26][CH:27]=2)[CH2:11][C:12]2[C:17](=[O:18])[CH:16]=[CH:15][N:14]([C:19]3[CH:20]=[N:21][N:22]([CH3:24])[CH:23]=3)[N:13]=2)=[N:6][CH:7]=1.[F:28][C:29]([F:39])([CH2:37]I)[CH2:30][N:31]1[CH2:36][CH2:35][O:34][CH2:33][CH2:32]1.C([O-])([O-])=O.[K+].[K+], predict the reaction product. The product is: [F:39][C:29]([F:28])([CH2:30][N:31]1[CH2:32][CH2:33][O:34][CH2:35][CH2:36]1)[CH2:37][O:1][C:2]1[CH:3]=[N:4][C:5]([C:8]2[CH:9]=[C:10]([CH:25]=[CH:26][CH:27]=2)[CH2:11][C:12]2[C:17](=[O:18])[CH:16]=[CH:15][N:14]([C:19]3[CH:20]=[N:21][N:22]([CH3:24])[CH:23]=3)[N:13]=2)=[N:6][CH:7]=1. (5) Given the reactants C([O:3][C:4]([C:6]1[CH:7]=[N:8][C:9]2[C:14]([C:15]=1[Cl:16])=[CH:13][CH:12]=[C:11]([Cl:17])[CH:10]=2)=[O:5])C.C1C(C(C2C=C(O)C=C(C(O)=O)C=2O)C2C=C(O)C=C(C(O)=O)C=2O)=C(O)C(C(O)=O)=CC=1O.O[Li].O.O, predict the reaction product. The product is: [Cl:16][C:15]1[C:14]2[C:9](=[CH:10][C:11]([Cl:17])=[CH:12][CH:13]=2)[N:8]=[CH:7][C:6]=1[C:4]([OH:5])=[O:3]. (6) The product is: [Cl:25][C:8]1[C:7]([CH3:26])=[C:6]([C:27](=[O:29])[CH3:28])[C:5]([O:4][CH2:3][CH2:2][N:31]([CH3:32])[CH3:30])=[C:10]([O:11][CH2:12][CH2:13][CH:14]([C:16]2[CH:21]=[CH:20][C:19]([F:22])=[CH:18][CH:17]=2)[CH3:15])[C:9]=1[O:23][CH3:24]. Given the reactants Br[CH2:2][CH2:3][O:4][C:5]1[C:10]([O:11][CH2:12][CH2:13][CH:14]([C:16]2[CH:21]=[CH:20][C:19]([F:22])=[CH:18][CH:17]=2)[CH3:15])=[C:9]([O:23][CH3:24])[C:8]([Cl:25])=[C:7]([CH3:26])[C:6]=1[C:27](=[O:29])[CH3:28].[CH3:30][NH:31][CH3:32].C1COCC1, predict the reaction product. (7) Given the reactants [C:1]1([C@H:7]2[CH2:12][CH2:11][C@H:10]([OH:13])[CH2:9][CH2:8]2)[CH:6]=[CH:5][CH:4]=[CH:3][CH:2]=1.O[C:15]1[CH:16]=[C:17]2[C:22](=[CH:23][CH:24]=1)[CH:21]=[C:20]([C@:25]1([CH3:31])[CH2:29][O:28][C:27](=[O:30])[NH:26]1)[CH:19]=[CH:18]2.C1(P(C2C=CC=CC=2)C2C=CC=CC=2)C=CC=CC=1.O1CCCC1.N(C(OC(C)C)=O)=NC(OC(C)C)=O, predict the reaction product. The product is: [C:1]1([C@H:7]2[CH2:8][CH2:9][C@H:10]([O:13][C:15]3[CH:16]=[C:17]4[C:22](=[CH:23][CH:24]=3)[CH:21]=[C:20]([C@:25]3([CH3:31])[CH2:29][O:28][C:27](=[O:30])[NH:26]3)[CH:19]=[CH:18]4)[CH2:11][CH2:12]2)[CH:6]=[CH:5][CH:4]=[CH:3][CH:2]=1. (8) Given the reactants Br[C:2]1[N:3]=[C:4]([N:11]2[CH2:16][CH2:15][N:14]([C:17]([O:19][C:20]([CH3:23])([CH3:22])[CH3:21])=[O:18])[CH2:13][CH2:12]2)[C:5]2[N:6]([CH:8]=[N:9][N:10]=2)[CH:7]=1.[S:24]1[CH:28]=[CH:27][C:26](B(O)O)=[CH:25]1.C([O-])([O-])=O.[Cs+].[Cs+].O1CCOCC1, predict the reaction product. The product is: [S:24]1[CH:28]=[CH:27][C:26]([C:2]2[N:3]=[C:4]([N:11]3[CH2:16][CH2:15][N:14]([C:17]([O:19][C:20]([CH3:23])([CH3:22])[CH3:21])=[O:18])[CH2:13][CH2:12]3)[C:5]3[N:6]([CH:8]=[N:9][N:10]=3)[CH:7]=2)=[CH:25]1. (9) Given the reactants [Cl:1][C:2]1[C:7]([C:8]2[C:19](=[O:20])[N:18]([CH3:21])[C:11]3[N:12]=[C:13](SC)[N:14]=[CH:15][C:10]=3[CH:9]=2)=[CH:6][C:5]([NH:22][C:23]([NH:25][C:26]2[O:30][N:29]=[C:28]([C:31]([F:34])([F:33])[F:32])[CH:27]=2)=[O:24])=[C:4]([F:35])[CH:3]=1.[CH3:36][NH2:37], predict the reaction product. The product is: [Cl:1][C:2]1[C:7]([C:8]2[C:19](=[O:20])[N:18]([CH3:21])[C:11]3[N:12]=[C:13]([NH:37][CH3:36])[N:14]=[CH:15][C:10]=3[CH:9]=2)=[CH:6][C:5]([NH:22][C:23]([NH:25][C:26]2[O:30][N:29]=[C:28]([C:31]([F:34])([F:33])[F:32])[CH:27]=2)=[O:24])=[C:4]([F:35])[CH:3]=1.